This data is from Full USPTO retrosynthesis dataset with 1.9M reactions from patents (1976-2016). The task is: Predict the reactants needed to synthesize the given product. The reactants are: [C:1]([C:5]1[C:29]([CH3:30])=[C:8]2[N:9]=[C:10]([CH3:28])[C:11]([CH:20]([CH2:25][CH2:26][CH3:27])[C:21]([O:23]C)=[O:22])=[C:12]([C:13]3[CH:18]=[CH:17][C:16]([CH3:19])=[CH:15][CH:14]=3)[N:7]2[N:6]=1)([CH3:4])([CH3:3])[CH3:2].[OH-].[Na+]. Given the product [C:1]([C:5]1[C:29]([CH3:30])=[C:8]2[N:9]=[C:10]([CH3:28])[C:11]([CH:20]([CH2:25][CH2:26][CH3:27])[C:21]([OH:23])=[O:22])=[C:12]([C:13]3[CH:18]=[CH:17][C:16]([CH3:19])=[CH:15][CH:14]=3)[N:7]2[N:6]=1)([CH3:2])([CH3:4])[CH3:3], predict the reactants needed to synthesize it.